From a dataset of Catalyst prediction with 721,799 reactions and 888 catalyst types from USPTO. Predict which catalyst facilitates the given reaction. (1) Reactant: C([O-])=O.[NH4+].[CH2:5]([O:12][C:13]1[C:18]([O:19][CH3:20])=[CH:17][C:16]([C:21](=[O:23])[CH3:22])=[C:15]([N+:24]([O-])=O)[CH:14]=1)[C:6]1[CH:11]=[CH:10][CH:9]=[CH:8][CH:7]=1.C1(C)C=CC=CC=1. Product: [NH2:24][C:15]1[CH:14]=[C:13]([O:12][CH2:5][C:6]2[CH:11]=[CH:10][CH:9]=[CH:8][CH:7]=2)[C:18]([O:19][CH3:20])=[CH:17][C:16]=1[C:21](=[O:23])[CH3:22]. The catalyst class is: 150. (2) Reactant: [OH:1][CH2:2][C@:3]([C:6]1[CH:25]=[CH:24][C:9]([C:10]([NH:12][C:13]2[N:18]=[CH:17][C:16]3[CH:19]=[CH:20][N:21]([CH2:22][CH3:23])[C:15]=3[CH:14]=2)=[O:11])=[CH:8][CH:7]=1)([OH:5])[CH3:4].[Cl:26]N1C(=O)CCC1=O. Product: [Cl:26][C:19]1[C:16]2[CH:17]=[N:18][C:13]([NH:12][C:10](=[O:11])[C:9]3[CH:24]=[CH:25][C:6]([C@@:3]([OH:5])([CH3:4])[CH2:2][OH:1])=[CH:7][CH:8]=3)=[CH:14][C:15]=2[N:21]([CH2:22][CH3:23])[CH:20]=1. The catalyst class is: 3. (3) Reactant: C[O:2][C:3](=[O:46])[C@@H:4]([NH:31][C:32]1[CH:37]=[CH:36][CH:35]=[CH:34][C:33]=1[C:38](=[O:45])[C:39]1[CH:44]=[CH:43][CH:42]=[CH:41][CH:40]=1)[CH2:5][C:6]1[CH:11]=[CH:10][C:9]([O:12][CH2:13][C:14]([CH2:29][CH3:30])=[CH:15][C:16]2[CH:28]=[CH:27][C:26]3[C:25]4[C:20](=[CH:21][CH:22]=[CH:23][CH:24]=4)[CH2:19][C:18]=3[CH:17]=2)=[CH:8][CH:7]=1.[OH-].[Na+]. Product: [C:38]([C:33]1[CH:34]=[CH:35][CH:36]=[CH:37][C:32]=1[NH:31][C@@H:4]([CH2:5][C:6]1[CH:11]=[CH:10][C:9]([O:12][CH2:13][C:14]([CH2:29][CH3:30])=[CH:15][C:16]2[CH:28]=[CH:27][C:26]3[C:25]4[C:20](=[CH:21][CH:22]=[CH:23][CH:24]=4)[CH2:19][C:18]=3[CH:17]=2)=[CH:8][CH:7]=1)[C:3]([OH:46])=[O:2])(=[O:45])[C:39]1[CH:44]=[CH:43][CH:42]=[CH:41][CH:40]=1. The catalyst class is: 353.